Predict the reactants needed to synthesize the given product. From a dataset of Full USPTO retrosynthesis dataset with 1.9M reactions from patents (1976-2016). (1) Given the product [Br:16][C:8]1[N:7]2[C:2]([CH3:1])=[CH:3][CH:4]=[CH:5][C:6]2=[N:10][C:9]=1[C:11]([O:13][CH2:14][CH3:15])=[O:12], predict the reactants needed to synthesize it. The reactants are: [CH3:1][C:2]1[N:7]2[CH:8]=[C:9]([C:11]([O:13][CH2:14][CH3:15])=[O:12])[N:10]=[C:6]2[CH:5]=[CH:4][CH:3]=1.[Br:16]N1C(=O)CCC1=O. (2) Given the product [ClH:1].[Cl:1][C:2]1[C:11]2[C:6](=[C:7]([S:14]([N:17]3[CH2:23][CH2:22][CH2:21][NH:20][CH2:19][CH2:18]3)(=[O:16])=[O:15])[C:8]([O:12][CH3:13])=[CH:9][CH:10]=2)[CH:5]=[CH:4][N:3]=1, predict the reactants needed to synthesize it. The reactants are: [Cl:1][C:2]1[C:11]2[C:6](=[C:7]([S:14]([N:17]3[CH2:23][CH2:22][CH2:21][NH:20][CH2:19][CH2:18]3)(=[O:16])=[O:15])[C:8]([O:12][CH3:13])=[CH:9][CH:10]=2)[CH:5]=[CH:4][N:3]=1.Cl.